From a dataset of Forward reaction prediction with 1.9M reactions from USPTO patents (1976-2016). Predict the product of the given reaction. (1) Given the reactants [C:1]([C@H:5]1[CH2:10][CH2:9][C@H:8]([NH:11][C:12]([C:14]2[N:18]([CH2:19][C:20]3[CH:29]=[CH:28][C:23]([C:24]([O:26]C)=[O:25])=[CH:22][CH:21]=3)[N:17]=[C:16]([C:30]3[CH:35]=[C:34]([F:36])[C:33]([F:37])=[C:32]([F:38])[CH:31]=3)[CH:15]=2)=[O:13])[CH2:7][CH2:6]1)([CH3:4])([CH3:3])[CH3:2].[OH-].[Na+], predict the reaction product. The product is: [C:1]([C@H:5]1[CH2:10][CH2:9][C@H:8]([NH:11][C:12]([C:14]2[N:18]([CH2:19][C:20]3[CH:29]=[CH:28][C:23]([C:24]([OH:26])=[O:25])=[CH:22][CH:21]=3)[N:17]=[C:16]([C:30]3[CH:31]=[C:32]([F:38])[C:33]([F:37])=[C:34]([F:36])[CH:35]=3)[CH:15]=2)=[O:13])[CH2:7][CH2:6]1)([CH3:4])([CH3:2])[CH3:3]. (2) The product is: [C:1]([C:4]1[CH:12]=[CH:11][C:7]([C:8]([O:10][CH3:18])=[O:9])=[CH:6][CH:5]=1)(=[O:3])[CH3:2]. Given the reactants [C:1]([C:4]1[CH:12]=[CH:11][C:7]([C:8]([OH:10])=[O:9])=[CH:6][CH:5]=1)(=[O:3])[CH3:2].S(=O)(=O)(O)O.[CH3:18]O, predict the reaction product. (3) Given the reactants [CH2:1]([N:8]1[CH2:12][CH2:11][C@@H:10]([NH:13][C:14]2[N:15]=[CH:16][C:17](/[CH:20]=[CH:21]/[C:22]([NH:24][OH:25])=[O:23])=[N:18][CH:19]=2)[CH2:9]1)[C:2]1[CH:7]=[CH:6][CH:5]=[CH:4][CH:3]=1.O.[CH3:27][C:28]1[CH:33]=[CH:32][C:31]([S:34]([OH:37])(=[O:36])=[O:35])=[CH:30][CH:29]=1, predict the reaction product. The product is: [CH3:27][C:28]1[CH:29]=[CH:30][C:31]([S:34]([OH:37])(=[O:36])=[O:35])=[CH:32][CH:33]=1.[CH2:1]([N:8]1[CH2:12][CH2:11][C@@H:10]([NH:13][C:14]2[N:15]=[CH:16][C:17](/[CH:20]=[CH:21]/[C:22]([NH:24][OH:25])=[O:23])=[N:18][CH:19]=2)[CH2:9]1)[C:2]1[CH:7]=[CH:6][CH:5]=[CH:4][CH:3]=1. (4) Given the reactants C(N(CC)CC)C.[CH3:8][C@H:9]1[CH2:14][CH2:13][CH2:12][C@@H:11]([CH3:15])[NH:10]1.Br[CH2:17][C:18](OCC)=[O:19].[H-].[H-].[H-].[H-].[Li+].[Al+3].O.O.O.O.O.O.O.O.O.O.S([O-])([O-])(=O)=O.[Na+].[Na+], predict the reaction product. The product is: [CH3:8][C@H:9]1[CH2:14][CH2:13][CH2:12][C@@H:11]([CH3:15])[N:10]1[CH2:17][CH2:18][OH:19]. (5) Given the reactants [I:1][C:2]1[CH:3]=[C:4]([OH:8])[CH:5]=[CH:6][CH:7]=1.[CH3:9][C:10]1[O:14][C:13]([C:15]2[CH:20]=[CH:19][CH:18]=[CH:17][CH:16]=2)=[N:12][C:11]=1[CH2:21][CH2:22]C1C=C(C)C=CC=1S([O-])(=O)=O, predict the reaction product. The product is: [I:1][C:2]1[CH:3]=[C:4]([CH:5]=[CH:6][CH:7]=1)[O:8][CH2:22][CH2:21][C:11]1[N:12]=[C:13]([C:15]2[CH:20]=[CH:19][CH:18]=[CH:17][CH:16]=2)[O:14][C:10]=1[CH3:9]. (6) Given the reactants B(Br)(Br)Br.[F:5][C:6]1[CH:7]=[C:8]([CH:11]=[CH:12][C:13]=1[O:14]C)[C:9]#[N:10], predict the reaction product. The product is: [F:5][C:6]1[CH:7]=[C:8]([CH:11]=[CH:12][C:13]=1[OH:14])[C:9]#[N:10]. (7) Given the reactants [CH:1]1([C:4]2[O:5][C:6]([C:9]3[CH:10]=[C:11]4[C:15](=[CH:16][CH:17]=3)[N:14]([S:18]([C:21]3[CH:27]=[CH:26][C:24]([CH3:25])=[CH:23][CH:22]=3)(=[O:20])=[O:19])[CH:13]=[C:12]4B3OC(C)(C)C(C)(C)O3)=[N:7][N:8]=2)[CH2:3][CH2:2]1.Br[C:38]1[CH:43]=[N:42][CH:41]=[C:40]([CH:44]2[CH2:46][CH2:45]2)[N:39]=1.P([O-])([O-])([O-])=O.[K+].[K+].[K+], predict the reaction product. The product is: [CH:1]1([C:4]2[O:5][C:6]([C:9]3[CH:10]=[C:11]4[C:15](=[CH:16][CH:17]=3)[N:14]([S:18]([C:21]3[CH:27]=[CH:26][C:24]([CH3:25])=[CH:23][CH:22]=3)(=[O:20])=[O:19])[CH:13]=[C:12]4[C:38]3[CH:43]=[N:42][CH:41]=[C:40]([CH:44]4[CH2:46][CH2:45]4)[N:39]=3)=[N:7][N:8]=2)[CH2:3][CH2:2]1.